Dataset: Full USPTO retrosynthesis dataset with 1.9M reactions from patents (1976-2016). Task: Predict the reactants needed to synthesize the given product. (1) Given the product [C:1]1([CH:7]([C:30]2[CH:31]=[CH:32][CH:33]=[CH:34][CH:35]=2)[N:8]2[C:16]3[C:11](=[CH:12][CH:13]=[CH:14][CH:15]=3)[C:10]3([C:19]4=[CH:20][C:21]5[O:25][CH2:24][O:23][C:22]=5[CH:26]=[C:27]4[O:18][CH2:17]3)[C:9]2=[O:29])[CH:2]=[CH:3][CH:4]=[CH:5][CH:6]=1, predict the reactants needed to synthesize it. The reactants are: [C:1]1([CH:7]([C:30]2[CH:35]=[CH:34][CH:33]=[CH:32][CH:31]=2)[N:8]2[C:16]3[C:11](=[CH:12][CH:13]=[CH:14][CH:15]=3)[C:10]([C:19]3[C:27](O)=[CH:26][C:22]4[O:23][CH2:24][O:25][C:21]=4[CH:20]=3)([CH2:17][OH:18])[C:9]2=[O:29])[CH:6]=[CH:5][CH:4]=[CH:3][CH:2]=1.C1(CCN2C3C(=CC=CC=3)C(C3C(O)=CC4OCOC=4C=3)(CO)C2=O)CC1. (2) Given the product [CH:20]1([CH2:19][O:11][N:10]=[C:8]([NH2:9])[C:7]2[C:12]([F:16])=[CH:13][CH:14]=[CH:15][C:6]=2[O:5][CH:4]([F:3])[F:17])[CH2:22][CH2:21]1, predict the reactants needed to synthesize it. The reactants are: [H-].[Na+].[F:3][CH:4]([F:17])[O:5][C:6]1[CH:15]=[CH:14][CH:13]=[C:12]([F:16])[C:7]=1[C:8](=[N:10][OH:11])[NH2:9].Br[CH2:19][CH:20]1[CH2:22][CH2:21]1.O. (3) The reactants are: [N:1]1[C:10]2[C:5](=[CH:6][CH:7]=[CH:8][CH:9]=2)[CH:4]=[C:3]([C:11]([O:13][CH2:14][CH3:15])=[O:12])[CH:2]=1. Given the product [NH:1]1[C:10]2[C:5](=[CH:6][CH:7]=[CH:8][CH:9]=2)[CH2:4][CH:3]([C:11]([O:13][CH2:14][CH3:15])=[O:12])[CH2:2]1, predict the reactants needed to synthesize it.